From a dataset of Forward reaction prediction with 1.9M reactions from USPTO patents (1976-2016). Predict the product of the given reaction. (1) Given the reactants [F:1][C:2]([F:23])([F:22])[C:3]1[CH:4]=[C:5]([C:18]([F:21])([F:20])[F:19])[C:6]2[CH:7]=[CH:8][C:9]3[N:10]([CH:13]=[C:14]([CH:16]=[O:17])[N:15]=3)[C:11]=2[N:12]=1.CC1C=CC(S([CH2:34][N+:35]#[C-:36])(=O)=O)=CC=1.C([O-])([O-])=O.[K+].[K+], predict the reaction product. The product is: [F:23][C:2]([F:1])([F:22])[C:3]1[CH:4]=[C:5]([C:18]([F:20])([F:21])[F:19])[C:6]2[CH:7]=[CH:8][C:9]3[N:10]([CH:13]=[C:14]([C:16]4[O:17][CH:36]=[N:35][CH:34]=4)[N:15]=3)[C:11]=2[N:12]=1. (2) Given the reactants [C:1]1([N:7]2[C:11]([C:12]3[S:13][CH:14]=[CH:15][CH:16]=3)=[CH:10][C:9]([CH2:17][CH2:18][CH:19]=O)=[N:8]2)[CH:6]=[CH:5][CH:4]=[CH:3][CH:2]=1.[CH3:21][O:22][C:23]1[CH:28]=[CH:27][C:26]([N:29]2[CH2:34][CH2:33][NH:32][CH2:31][CH2:30]2)=[CH:25][CH:24]=1.CCN(C(C)C)C(C)C.[BH-](OC(C)=O)(OC(C)=O)OC(C)=O.[Na+], predict the reaction product. The product is: [CH3:21][O:22][C:23]1[CH:24]=[CH:25][C:26]([N:29]2[CH2:34][CH2:33][N:32]([CH2:19][CH2:18][CH2:17][C:9]3[CH:10]=[C:11]([C:12]4[S:13][CH:14]=[CH:15][CH:16]=4)[N:7]([C:1]4[CH:2]=[CH:3][CH:4]=[CH:5][CH:6]=4)[N:8]=3)[CH2:31][CH2:30]2)=[CH:27][CH:28]=1. (3) The product is: [F:29][C:14]([F:13])([F:28])[C:15]1[CH:27]=[CH:26][CH:25]=[CH:24][C:16]=1[CH2:17][CH:18]1[CH2:19][CH2:20][N:21]([C:2]2[N:7]=[N:6][C:5]([C:8]([NH:41][NH2:42])=[O:10])=[CH:4][CH:3]=2)[CH2:22][CH2:23]1. Given the reactants Cl[C:2]1[N:7]=[N:6][C:5]([C:8]([O:10]C)=O)=[CH:4][CH:3]=1.[Cl-].[F:13][C:14]([F:29])([F:28])[C:15]1[CH:27]=[CH:26][CH:25]=[CH:24][C:16]=1[CH2:17][CH:18]1[CH2:23][CH2:22][NH2+:21][CH2:20][CH2:19]1.C(N(CC)C(C)C)(C)C.Cl.O.[NH2:41][NH2:42], predict the reaction product. (4) Given the reactants C([NH:8][CH:9]1[CH2:17][CH2:16][C:12]2([CH2:15][O:14][CH2:13]2)[CH2:11][CH2:10]1)C1C=CC=CC=1.[H][H], predict the reaction product. The product is: [CH2:13]1[C:12]2([CH2:16][CH2:17][CH:9]([NH2:8])[CH2:10][CH2:11]2)[CH2:15][O:14]1. (5) The product is: [C:1]([O:5][C:6]([C:8]1[N:9]([C:22]([O:24][CH2:25][C:26]2[CH:31]=[CH:30][CH:29]=[CH:28][CH:27]=2)=[O:23])[C:10]2[C:15]([C:16]=1[N:17]=[C:33]=[O:35])=[CH:14][C:13]([C:18]([F:21])([F:20])[F:19])=[CH:12][CH:11]=2)=[O:7])([CH3:4])([CH3:2])[CH3:3]. Given the reactants [C:1]([O:5][C:6]([C:8]1[N:9]([C:22]([O:24][CH2:25][C:26]2[CH:31]=[CH:30][CH:29]=[CH:28][CH:27]=2)=[O:23])[C:10]2[C:15]([C:16]=1[NH2:17])=[CH:14][C:13]([C:18]([F:21])([F:20])[F:19])=[CH:12][CH:11]=2)=[O:7])([CH3:4])([CH3:3])[CH3:2].Cl[C:33](Cl)([O:35]C(=O)OC(Cl)(Cl)Cl)Cl.C(N(CC)CC)C, predict the reaction product.